From a dataset of Full USPTO retrosynthesis dataset with 1.9M reactions from patents (1976-2016). Predict the reactants needed to synthesize the given product. Given the product [NH2:28][C@@H:23]([CH2:24][CH:25]([CH3:27])[CH3:26])[CH2:22][O:21][C:20]1[C:4]([CH:1]([OH:3])[CH3:2])=[CH:5][C:6]2[C:15]3[C:10](=[C:11]([CH3:16])[N:12]=[CH:13][CH:14]=3)[C:9](=[O:17])[N:8]([CH3:18])[C:7]=2[CH:19]=1, predict the reactants needed to synthesize it. The reactants are: [C:1]([C:4]1[C:20]([O:21][CH2:22][C@@H:23]([NH2:28])[CH2:24][CH:25]([CH3:27])[CH3:26])=[CH:19][C:7]2[N:8]([CH3:18])[C:9](=[O:17])[C:10]3[C:15]([C:6]=2[CH:5]=1)=[CH:14][CH:13]=[N:12][C:11]=3[CH3:16])(=[O:3])[CH3:2].[BH4-].[Na+].